This data is from Human Reference Interactome with 51,813 positive PPI pairs across 8,248 proteins, plus equal number of experimentally-validated negative pairs. The task is: Binary Classification. Given two protein amino acid sequences, predict whether they physically interact or not. (1) Protein 1 (ENSG00000114302) has sequence MSHIQIPPGLTELLQGYTVEVLRQQPPDLVEFAVEYFTRLREARAPASVLPAATPRQSLGHPPPEPGPDRVADAKGDSESEEDEDLEVPVPSRFNRRVSVCAETYNPDEEEEDTDPRVIHPKTDEQRCRLQEACKDILLFKNLDQEQLSQVLDAMFERIVKADEHVIDQGDDGDNFYVIERGTYDILVTKDNQTRSVGQYDNRGSFGELALMYNTPRAATIVATSEGSLWGLDRVTFRRIIVKNNAKKRKMFESFIESVPLLKSLEVSERMKIVDVIGEKIYKDGERIITQGEKADSFYI.... Protein 2 (ENSG00000118507) has sequence MLKKKQSNGYYHCESSIVIGEKNGGEPDDAELVRLSKRLVENAVLKAVQQYLEETQNKNKPGEGSSVKTEAADQNGNDNENNRK*MGQLCCFPFSRDEGKISEKNGGEPDDAELVRLSKRLVENAVLKAVQQYLEETQNKNKPGEGSSVKTEAADQNGNDNENNRK*MERPEAGGINSNECENVSRKKKMSEEFEANTMDSLVDMPFATVDIQDDCGITDEPQINLKRSQENEWVKSDQVKKRKKKRKDYQPNYFLSIPITNKEIIKGIKILQNAIIQQDERLAKAMVSDGSFHITLLVM.... Result: 1 (the proteins interact). (2) Protein 1 (ENSG00000134443) has sequence MRGRELPLVLLALVLCLAPRGRAVPLPAGGGTVLTKMYPRGNHWAVGHLMGKKSTGESSSVSERGSLKQQLREYIRWEEAARNLLGLIEAKENRNHQPPQPKALGNQQPSWDSEDSSNFKDVGSKGKVGRLSAPGSQREGRNPQLNQQ*MRGRELPLVLLALVLCLAPRGRAVPLPAGGGTVLTKMYPRGNHWAVGHLMGKKSTGESSSVSERGSLKQQLREYIRWEEAARNLLGLIEAKENRNHQPPQPKALGNQQPSWDSEDSSNFKDVGSKGKGSQREGRNPQLNQQ*XHLMGKKST.... Protein 2 (ENSG00000101746) has sequence MESERDMYRQFQDWCLRTYGDSGKTKTVTRKKYERIVQLLNGSESSSTDNAKFKFWVKSKGFQLGQPDEVRGGGGGAKQVLYVPVKTTDGVGVDEKLSLRRVAVVEDFFDIIYSMHVETGPNGEQIRKHAGQKRTYKAISESYAFLPREAVTRFLMSCSECQKRMHLNPDGTDHKDNGKPPTLVTSMIDYNMPITMAYMKHMKLQLLNSQQDEDESSIESDEFDMSDSTRMSAVNSDLSSNLEERMQSPQNLHGQQDDDSAAESFNGNETLGHSSIASGGTHSREMGDSNSDGKTGLEQD.... Result: 0 (the proteins do not interact). (3) Protein 1 (ENSG00000143178) has sequence MAMSELGTRKPSDGTVSHLLNVVESELQAGREKGDPTEKQLQIILEDAPLWQRFKEVTNEMIVTKNGRRMFPVLKISVTGLDPNAMYSLLLDFVPTDSHRWKYVNGEWVPAGKPEVSSHSCVYIHPDSPNFGAHWMKAPISFSKVKLTNKLNGGGQIMLNSLHKYEPQVHIVRVGSAHRMVTNCSFPETQFIAVTAYQNEEITALKIKYNPFAKAFLDAKERNHLRDVPEAISESQHVTYSHLGGWIFSNPDGVCTAGNSNYQYAAPLPLPAPHTHHGCEHYSGLRGHRQAPYPSAYMHR.... Protein 2 (ENSG00000127314) has sequence MREYKLVVLGSGGVGKSALTVQFVQGIFVEKYDPTIEDSYRKQVEVDAQQCMLEILDTAGTEQFTAMRDLYMKNGQGFALVYSITAQSTFNDLQDLREQILRVKDTDDVPMILVGNKCDLEDERVVGKEQGQNLARQWNNCAFLESSAKSKINVNEIFYDLVRQINRKTPVPGKARKKSSCQLL*MRDLYMKNGQGFALVYSITAQSTFNDLQDLREQILRVKDTDDVPMILVGNKCDLEDERVVGKEQGQNLARQWNNCAFLESSAKSKINVNEIFYDLVRQINRKTPVPGKARKKSSC.... Result: 0 (the proteins do not interact). (4) Protein 1 (ENSG00000188375) has sequence MARTKQTARKSTGGKAPRKQLATKAARKSTPSTCGVKPHRYRPGTVALREIRRYQKSTELLIRKLPFQRLVREIAQDFNTDLRFQSAAVGALQEASEAYLVGLLEDTNLCAIHAKRVTIMPKDIQLARRIRGERA*. Protein 2 (ENSG00000276747) has sequence MVSVEGRAMSFQSIIHLSLDSPVHAVCVLGTEICLDLSGCAPQKCQCFTIHGSGRVLIDVANTVISEKEDATIWWPLSDPTYATVKMTSPSPSVDADKVSVTYYGPNEDAPVGTAVLYLTGIEVSLEVDIYRNGQVEMSSDKQAKKKWIWGPSGWGAILLVNCNPADVGQQLEDKKTKKVIFSEEITNLSQMTLNVQGPSCILKKYRLVLHTSKEESKKARVYWPQKDNSSTFELVLGPDQHAYTLALLGNHLKETFYVEAIAFPSAEFSGLISYSVSLVEESQDPSIPETVLYKDTVVF.... Result: 0 (the proteins do not interact). (5) Protein 1 (ENSG00000078699) has sequence MGFHHVGQARLELLTSGDLPALASQRAGITVGPEKRVPAMPGSPVEVKIQSRSSPPTMPPLPPINPGGPRPVSFTPTALSNGINHSPPTLNGAPSPPQRFSNGPASSTSSALTNQQLPATCGARQLSKLKRFLTTLQQFGNDISPEIGEKVRTLVLALVNSTVTIEEFHCKLQEATNFPLRPFVIPFLKANLPLLQRELLHCARAAKQTPSQYLAQHEHLLLNTSIASPADSSELLMEVHGNGKRPSPERREENSFDRDTIAPEPPAKRVCTISPAPRHSPALTVPLMNPGGQFHPTPPP.... Protein 2 (ENSG00000129993) has sequence MPASRLRDRAASSASGSTCGSMSQTHPVLESGLLASAGCSAPRGPRKGGPAPVDRKAKASAMPDSPAEVKTQPRSTPPSMPPPPPAASQGATRPPSFTPHTHREDGPATLPHGRFHGCLKWSMVCLLMNGSSHSPTAINGAPCTPNGFSNGPATSSTASLSTQHLPPACGARQLSKLKRFLTTLQQFGSDISPEIGERVRTLVLGLVNSTLTIEEFHSKLQEATNFPLRPFVIPFLKANLPLLQRELLHCARLAKQTPAQYLAQHEQLLLDASASSPIDSSELLLEVNENGKRRTPDRTK.... Result: 1 (the proteins interact). (6) Protein 1 (ENSG00000170860) has sequence MADDVDQQQTTNTVEEPLDLIRLSLDERIYVKMRNDRELRGRLHAYDQHLNMILGDVEETVTTIEIDEETYEEIYKSTKRNIPMLFVRGDGVVLVAPPLRVG*. Protein 2 (ENSG00000070193) has sequence MWKWILTHCASAFPHLPGCCCCCFLLLFLVSSVPVTCQALGQDMVSPEATNSSSSSFSSPSSAGRHVRSYNHLQGDVRWRKLFSFTKYFLKIEKNGKVSGTKKENCPYSILEITSVEIGVVAVKAINSNYYLAMNKKGKLYGSKEFNNDCKLKERIEENGYNTYASFNWQHNGRQMYVALNGKGAPRRGQKTRRKNTSAHFLPMVVHS*MWKWILTHCASAFPHLPGCCCCCFLLLFLVSSVPVTCQALGQDMVSPEATNSSSSSFSSPSSAGRH. Result: 0 (the proteins do not interact).